The task is: Predict the reaction yield, written as a fraction of the theoretical maximum amount of product (1.0 means a 100% yield; for example, 0.34 means a 34% yield).. This data is from Reaction yield outcomes from USPTO patents with 853,638 reactions. (1) The product is [CH3:9][O:8][C:6]([C:5]1[CH:10]=[CH:11][C:2]([C:18]2[CH:19]=[CH:20][C:15]([Cl:14])=[CH:16][CH:17]=2)=[CH:3][C:4]=1[O:12][CH3:13])=[O:7]. The reactants are Br[C:2]1[CH:11]=[CH:10][C:5]([C:6]([O:8][CH3:9])=[O:7])=[C:4]([O:12][CH3:13])[CH:3]=1.[Cl:14][C:15]1[CH:20]=[CH:19][C:18](B(O)O)=[CH:17][CH:16]=1.[O-]P([O-])([O-])=O.[K+].[K+].[K+]. The catalyst is O1CCOCC1.CO.C1C=CC(P(C2C=CC=CC=2)[C-]2C=CC=C2)=CC=1.C1C=CC(P(C2C=CC=CC=2)[C-]2C=CC=C2)=CC=1.Cl[Pd]Cl.[Fe+2]. The yield is 0.780. (2) The yield is 0.300. The reactants are [CH2:1]([C@@:4]1([C:27]2[CH:32]=[CH:31][C:30]([F:33])=[CH:29][CH:28]=2)[O:9][C:8](=[O:10])[N:7]([C@H:11]([C:13]2[CH:18]=[CH:17][C:16]([C:19]3[C:20](=[O:26])[N:21]([CH3:25])[CH:22]=[CH:23][CH:24]=3)=[CH:15][CH:14]=2)[CH3:12])[CH2:6][CH2:5]1)[CH:2]=[CH2:3].C(BC(C(C)C)C)(C(C)C)C.C1C[O:48]CC1. No catalyst specified. The product is [F:33][C:30]1[CH:31]=[CH:32][C:27]([C@:4]2([CH2:1][CH2:2][CH2:3][OH:48])[O:9][C:8](=[O:10])[N:7]([C@H:11]([C:13]3[CH:14]=[CH:15][C:16]([C:19]4[C:20](=[O:26])[N:21]([CH3:25])[CH:22]=[CH:23][CH:24]=4)=[CH:17][CH:18]=3)[CH3:12])[CH2:6][CH2:5]2)=[CH:28][CH:29]=1.